Predict the reaction yield, written as a fraction of the theoretical maximum amount of product (1.0 means a 100% yield; for example, 0.34 means a 34% yield). From a dataset of Reaction yield outcomes from USPTO patents with 853,638 reactions. (1) The reactants are [CH3:1][O:2][C:3](=[O:28])[CH2:4][CH2:5][CH2:6][CH2:7][C:8]1([C:14]2[CH:19]=[CH:18][C:17]([O:20][CH3:21])=[CH:16][C:15]=2[NH:22][C:23](=[O:27])[C@H:24]([NH2:26])[CH3:25])[S:13][CH2:12][CH2:11][CH2:10][S:9]1.[NH:29]([C:34]([O:36][C:37]([CH3:40])([CH3:39])[CH3:38])=[O:35])[CH2:30][C:31](O)=[O:32].C1C=CC2N(O)N=NC=2C=1.CCN(CC)CC. The catalyst is C(Cl)Cl. The product is [CH3:1][O:2][C:3](=[O:28])[CH2:4][CH2:5][CH2:6][CH2:7][C:8]1([C:14]2[CH:19]=[CH:18][C:17]([O:20][CH3:21])=[CH:16][C:15]=2[NH:22][C:23](=[O:27])[C@H:24]([NH:26][C:31](=[O:32])[CH2:30][NH:29][C:34]([O:36][C:37]([CH3:39])([CH3:38])[CH3:40])=[O:35])[CH3:25])[S:13][CH2:12][CH2:11][CH2:10][S:9]1. The yield is 0.750. (2) The reactants are Cl[C:2]1[CH:9]=[CH:8][C:5]([C:6]#[N:7])=[CH:4][N:3]=1.[F:10][C:11]([F:16])([F:15])[C@H:12]([OH:14])[CH3:13]. No catalyst specified. The product is [F:10][C:11]([F:16])([F:15])[C@H:12]([O:14][C:2]1[CH:9]=[CH:8][C:5]([C:6]#[N:7])=[CH:4][N:3]=1)[CH3:13]. The yield is 0.760. (3) The reactants are [C:1]([C:5]1[CH:9]=[C:8]([NH:10][C:11]([NH:13][C@@H:14]2[C:23]3[C:18](=[CH:19][CH:20]=[CH:21][CH:22]=3)[C@H:17]([O:24][C:25]3[CH:26]=[CH:27][C:28]4[N:29]([C:31]([N:34]5[CH2:39][CH2:38][CH2:37][CH2:36][C@@H:35]5[CH3:40])=[N:32][N:33]=4)[CH:30]=3)[CH2:16][CH2:15]2)=[O:12])[N:7]([C:41]2[CH:42]=[C:43]([CH:52]=[CH:53][CH:54]=2)[O:44][CH2:45][CH2:46][O:47]S(C)(=O)=O)[N:6]=1)([CH3:4])([CH3:3])[CH3:2].[CH:55]12[NH:62][CH:59]([CH2:60][CH2:61]1)[CH2:58][O:57][CH2:56]2. The product is [CH:46]([OH:47])=[O:57].[C:1]([C:5]1[CH:9]=[C:8]([NH:10][C:11]([NH:13][C@@H:14]2[C:23]3[C:18](=[CH:19][CH:20]=[CH:21][CH:22]=3)[C@H:17]([O:24][C:25]3[CH:26]=[CH:27][C:28]4[N:29]([C:31]([N:34]5[CH2:39][CH2:38][CH2:37][CH2:36][C@@H:35]5[CH3:40])=[N:32][N:33]=4)[CH:30]=3)[CH2:16][CH2:15]2)=[O:12])[N:7]([C:41]2[CH:54]=[CH:53][CH:52]=[C:43]([O:44][CH2:45][CH2:46][N:62]3[CH:55]4[CH2:61][CH2:60][CH:59]3[CH2:58][O:57][CH2:56]4)[CH:42]=2)[N:6]=1)([CH3:2])([CH3:3])[CH3:4]. The catalyst is C1COCC1. The yield is 0.460. (4) The reactants are [O:1]1[CH2:6][CH2:5][N:4]([C:7]2[N:12]=[C:11]([N:13]3[CH2:18][CH2:17][O:16][CH2:15][CH2:14]3)[N:10]=[C:9]([C:19]3[CH:24]=[CH:23][C:22]([NH:25][C:26](=[O:37])[NH:27][C:28]4[CH:36]=[CH:35][C:31]([C:32](O)=[O:33])=[CH:30][CH:29]=4)=[CH:21][CH:20]=3)[N:8]=2)[CH2:3][CH2:2]1.CCN(C(C)C)C(C)C.CN(C(ON1N=NC2C=CC=CC1=2)=[N+](C)C)C.F[P-](F)(F)(F)(F)F.[CH3:71][N:72]([CH3:79])[CH:73]1[CH2:78][CH2:77][NH:76][CH2:75][CH2:74]1. The catalyst is CN1C(=O)CCC1. The product is [CH3:71][N:72]([CH3:79])[CH:73]1[CH2:78][CH2:77][N:76]([C:32]([C:31]2[CH:35]=[CH:36][C:28]([NH:27][C:26]([NH:25][C:22]3[CH:21]=[CH:20][C:19]([C:9]4[N:10]=[C:11]([N:13]5[CH2:18][CH2:17][O:16][CH2:15][CH2:14]5)[N:12]=[C:7]([N:4]5[CH2:3][CH2:2][O:1][CH2:6][CH2:5]5)[N:8]=4)=[CH:24][CH:23]=3)=[O:37])=[CH:29][CH:30]=2)=[O:33])[CH2:75][CH2:74]1. The yield is 0.520.